Dataset: Forward reaction prediction with 1.9M reactions from USPTO patents (1976-2016). Task: Predict the product of the given reaction. Given the reactants Cl.N[CH2:3][CH:4]([CH3:8])[C:5]#[C:6][CH3:7].O.O[N:11]1C2C=CC=CC=2N=N1.Cl.CN(C)CCCN=C=NCC.[Cl:32][C:33]1[CH:34]=[C:35]([O:39][CH:40]([CH2:44][CH3:45])[C:41](O)=[O:42])[CH:36]=[N:37][CH:38]=1, predict the reaction product. The product is: [Cl:32][C:33]1[CH:34]=[C:35]([O:39][CH:40]([CH2:44][CH3:45])[C:41]([NH:11][C:4]([CH3:3])([C:5]#[C:6][CH3:7])[CH3:8])=[O:42])[CH:36]=[N:37][CH:38]=1.